From a dataset of Forward reaction prediction with 1.9M reactions from USPTO patents (1976-2016). Predict the product of the given reaction. (1) Given the reactants [CH3:1][O:2][CH2:3][C:4]([OH:6])=O.C(N1C=CN=C1)(N1C=CN=C1)=O.[NH2:19][C:20]1[C:39]([C:40]2[CH:45]=[CH:44][CH:43]=[C:42]([C:46](=[O:57])[NH:47][C:48]3([C:51]4[CH:56]=[CH:55][CH:54]=[CH:53][CH:52]=4)[CH2:50][CH2:49]3)[CH:41]=2)=[CH:38][C:23]2[C:24]([C:34]([NH:36][CH3:37])=[O:35])=[C:25]([C:27]3[CH:32]=[CH:31][C:30]([F:33])=[CH:29][CH:28]=3)[O:26][C:22]=2[CH:21]=1.N12CCCN=C1CCCCC2, predict the reaction product. The product is: [F:33][C:30]1[CH:31]=[CH:32][C:27]([C:25]2[O:26][C:22]3[CH:21]=[C:20]([NH:19][C:4](=[O:6])[CH2:3][O:2][CH3:1])[C:39]([C:40]4[CH:45]=[CH:44][CH:43]=[C:42]([C:46](=[O:57])[NH:47][C:48]5([C:51]6[CH:52]=[CH:53][CH:54]=[CH:55][CH:56]=6)[CH2:50][CH2:49]5)[CH:41]=4)=[CH:38][C:23]=3[C:24]=2[C:34]([NH:36][CH3:37])=[O:35])=[CH:28][CH:29]=1. (2) The product is: [CH3:39][N:40]([C:45]1[CH:50]=[CH:49][CH:48]=[C:47]([C:2]2[C:10]3[C:9]([NH:11][C@H:12]([C:14]4[N:19]([C:20]5[CH:25]=[CH:24][CH:23]=[CH:22][CH:21]=5)[C:18](=[O:26])[C:17]5=[C:27]([CH3:30])[CH:28]=[CH:29][N:16]5[N:15]=4)[CH3:13])=[N:8][CH:7]=[N:6][C:5]=3[N:4]([CH2:31][O:32][CH2:33][CH2:34][Si:35]([CH3:38])([CH3:37])[CH3:36])[CH:3]=2)[CH:46]=1)[S:41]([CH3:44])(=[O:42])=[O:43]. Given the reactants Br[C:2]1[C:10]2[C:9]([NH:11][C@H:12]([C:14]3[N:19]([C:20]4[CH:25]=[CH:24][CH:23]=[CH:22][CH:21]=4)[C:18](=[O:26])[C:17]4=[C:27]([CH3:30])[CH:28]=[CH:29][N:16]4[N:15]=3)[CH3:13])=[N:8][CH:7]=[N:6][C:5]=2[N:4]([CH2:31][O:32][CH2:33][CH2:34][Si:35]([CH3:38])([CH3:37])[CH3:36])[CH:3]=1.[CH3:39][N:40]([C:45]1[CH:50]=[CH:49][CH:48]=[C:47](B2OC(C)(C)C(C)(C)O2)[CH:46]=1)[S:41]([CH3:44])(=[O:43])=[O:42].C(=O)([O-])[O-].[Na+].[Na+], predict the reaction product. (3) Given the reactants [C:1]1([OH:7])[CH:6]=[CH:5][CH:4]=[CH:3][CH:2]=1.[OH-].[Na+:9].[OH-].[K+:11].[Mg+2].[Cl-].[Cl-], predict the reaction product. The product is: [O-:7][C:1]1[CH:6]=[CH:5][CH:4]=[CH:3][CH:2]=1.[Na+:9].[O-:7][C:1]1[CH:6]=[CH:5][CH:4]=[CH:3][CH:2]=1.[K+:11]. (4) Given the reactants [C:1]1([C@H:7]([N:9]2[CH2:15][CH2:14][CH:13]([C:16]3[CH:23]=[CH:22][C:19]([C:20]#[N:21])=[CH:18][CH:17]=3)[O:12][CH2:11][CH2:10]2)[CH3:8])[CH:6]=[CH:5][CH:4]=[CH:3][CH:2]=1.O.Cl.[NH2:26]O.C(=O)(O)[O-].[Na+].[CH2:33]([OH:35])[CH3:34], predict the reaction product. The product is: [CH3:34][C:33]1[O:35][N:26]=[C:20]([C:19]2[CH:18]=[CH:17][C:16]([CH:13]3[O:12][CH2:11][CH2:10][N:9]([C@@H:7]([C:1]4[CH:2]=[CH:3][CH:4]=[CH:5][CH:6]=4)[CH3:8])[CH2:15][CH2:14]3)=[CH:23][CH:22]=2)[N:21]=1. (5) Given the reactants [CH3:1][O:2][C:3]([C:5]1[S:6][C:7]([C:27]2[CH2:32][CH2:31][C:30]([CH3:34])([CH3:33])[CH2:29][CH:28]=2)=[CH:8][C:9]=1[N:10]([C@H:20]1[CH2:25][CH2:24][C@H:23]([OH:26])[CH2:22][CH2:21]1)[C:11]([C@H:13]1[CH2:18][CH2:17][C@H:16]([CH3:19])[CH2:15][CH2:14]1)=[O:12])=[O:4].[CH3:35]I.[H-].[Na+], predict the reaction product. The product is: [CH3:1][O:2][C:3]([C:5]1[S:6][C:7]([C:27]2[CH2:32][CH2:31][C:30]([CH3:33])([CH3:34])[CH2:29][CH:28]=2)=[CH:8][C:9]=1[N:10]([C@H:20]1[CH2:25][CH2:24][C@H:23]([O:26][CH3:35])[CH2:22][CH2:21]1)[C:11]([C@H:13]1[CH2:18][CH2:17][C@H:16]([CH3:19])[CH2:15][CH2:14]1)=[O:12])=[O:4]. (6) Given the reactants O.P([O-])([O-])([O-])=O.[K+].[K+].[K+].[Br:10][C:11]1[CH:16]=[CH:15][C:14](I)=[CH:13][CH:12]=1.[NH2:18][CH2:19][C@@H:20]1[CH2:24][CH2:23][CH2:22][N:21]1C(OC(C)(C)C)=O.C(N(CC)C(=O)C1C(=CC=CC=1)O)C.Cl, predict the reaction product. The product is: [Br:10][C:11]1[CH:16]=[CH:15][C:14]([NH:18][CH2:19][C@@H:20]2[CH2:24][CH2:23][CH2:22][NH:21]2)=[CH:13][CH:12]=1. (7) Given the reactants [CH3:1][N:2]([CH3:20])[C:3]([C:5]1[N:14]([CH:15]2[CH2:19][CH2:18][CH2:17][CH2:16]2)[C:8]2[N:9]=[C:10](Cl)[N:11]=[CH:12][C:7]=2[CH:6]=1)=[O:4].[C:21]([O:25][C:26]([N:28]1[CH2:33][CH:32]2C[CH:29]1[CH2:30][N:31]2[C:35]1[CH:36]=[N:37][C:38]([NH2:41])=[CH:39][CH:40]=1)=[O:27])([CH3:24])([CH3:23])[CH3:22], predict the reaction product. The product is: [C:21]([O:25][C:26]([N:28]1[CH2:33][CH2:32][N:31]([C:35]2[CH:36]=[N:37][C:38]([NH:41][C:10]3[N:11]=[CH:12][C:7]4[CH:6]=[C:5]([C:3](=[O:4])[N:2]([CH3:20])[CH3:1])[N:14]([CH:15]5[CH2:19][CH2:18][CH2:17][CH2:16]5)[C:8]=4[N:9]=3)=[CH:39][CH:40]=2)[CH2:30][CH2:29]1)=[O:27])([CH3:24])([CH3:22])[CH3:23]. (8) Given the reactants Br[C:2]1[CH:7]=[CH:6][C:5]([C@@H:8]([N:10]2[CH2:15][CH2:14][C@:13]([CH2:22][C:23]([OH:26])([CH3:25])[CH3:24])([C:16]3[CH:21]=[CH:20][CH:19]=[CH:18][CH:17]=3)[O:12][C:11]2=[O:27])[CH3:9])=[CH:4][CH:3]=1.[CH3:28][N:29]1[CH:34]=[CH:33][C:32](B(O)O)=[CH:31][C:30]1=[O:38].ClCCl.C(=O)([O-])[O-].[K+].[K+].C(N[C@H](C(O)=O)CS)(=O)C, predict the reaction product. The product is: [OH2:12].[OH:26][C:23]([CH3:25])([CH3:24])[CH2:22][C@@:13]1([C:16]2[CH:21]=[CH:20][CH:19]=[CH:18][CH:17]=2)[O:12][C:11](=[O:27])[N:10]([C@H:8]([C:5]2[CH:6]=[CH:7][C:2]([C:32]3[CH:33]=[CH:34][N:29]([CH3:28])[C:30](=[O:38])[CH:31]=3)=[CH:3][CH:4]=2)[CH3:9])[CH2:15][CH2:14]1.